From a dataset of Forward reaction prediction with 1.9M reactions from USPTO patents (1976-2016). Predict the product of the given reaction. (1) Given the reactants O=[C:2]1[CH2:7][CH2:6][N:5]([C:8]([O:10][C:11]([CH3:14])([CH3:13])[CH3:12])=[O:9])[CH:4]([C:15]2[CH:20]=[CH:19][CH:18]=[CH:17][CH:16]=2)[CH2:3]1.[CH3:21][C:22]([S:25]([NH2:27])=[O:26])([CH3:24])[CH3:23].C1(C)C=CC=CC=1.C([O-])(O)=O.[Na+], predict the reaction product. The product is: [C:22]([S:25]([N:27]=[C:2]1[CH2:7][CH2:6][N:5]([C:8]([O:10][C:11]([CH3:14])([CH3:13])[CH3:12])=[O:9])[CH:4]([C:15]2[CH:20]=[CH:19][CH:18]=[CH:17][CH:16]=2)[CH2:3]1)=[O:26])([CH3:24])([CH3:23])[CH3:21]. (2) Given the reactants [CH3:1][O:2][CH:3]1[CH2:6][N:5]([C:7]2[CH:12]=[CH:11][C:10]([C@H:13]([C:24]3[CH:29]=[CH:28][CH:27]=[CH:26][C:25]=3[CH3:30])[CH2:14][C:15]([C:17]3[CH:22]=[CH:21][N:20]=[C:19]([CH3:23])[CH:18]=3)=O)=[CH:9][CH:8]=2)[CH2:4]1.Cl.[NH2:32][OH:33].C([O-])(O)=O.[Na+], predict the reaction product. The product is: [CH3:1][O:2][CH:3]1[CH2:4][N:5]([C:7]2[CH:8]=[CH:9][C:10]([C@H:13]([C:24]3[CH:29]=[CH:28][CH:27]=[CH:26][C:25]=3[CH3:30])[CH2:14]/[C:15](/[C:17]3[CH:22]=[CH:21][N:20]=[C:19]([CH3:23])[CH:18]=3)=[N:32]\[OH:33])=[CH:11][CH:12]=2)[CH2:6]1. (3) Given the reactants [F:1][C:2]1[CH:38]=[CH:37][CH:36]=[C:35]([F:39])[C:3]=1[O:4][C:5]1[CH2:9][N:8]([CH:10]([CH2:27][C:28]2([F:33])[CH2:32][CH2:31][CH2:30][CH2:29]2)[C:11]([NH:13][C:14]2[CH:18]=[CH:17][N:16]([CH2:19][C@@H:20]3[CH2:24][O:23]C(C)(C)[O:21]3)[N:15]=2)=[O:12])[C:7](=[O:34])[CH:6]=1.C1(C)C=CC(S(O)(=O)=O)=CC=1, predict the reaction product. The product is: [F:1][C:2]1[CH:38]=[CH:37][CH:36]=[C:35]([F:39])[C:3]=1[O:4][C:5]1[CH2:9][N:8]([CH:10]([CH2:27][C:28]2([F:33])[CH2:32][CH2:31][CH2:30][CH2:29]2)[C:11]([NH:13][C:14]2[CH:18]=[CH:17][N:16]([CH2:19][C@@H:20]([OH:21])[CH2:24][OH:23])[N:15]=2)=[O:12])[C:7](=[O:34])[CH:6]=1. (4) Given the reactants [O-]S(S([O-])=O)=O.[Na+].[Na+].[Br:9][C:10]1[CH:15]=[C:14]([CH3:16])[C:13]([S:17][C:18]2[C:23]([N+]([O-])=O)=[C:22](/[CH:27]=[CH:28]/[N:29](C)C)[N:21]=[C:20]([N:32]([C:40]3[CH:45]=[CH:44][C:43]([C:46]#[N:47])=[CH:42][CH:41]=3)[C:33](=[O:39])[O:34][C:35]([CH3:38])([CH3:37])[CH3:36])[N:19]=2)=[C:12]([CH3:48])[CH:11]=1, predict the reaction product. The product is: [Br:9][C:10]1[CH:11]=[C:12]([CH3:48])[C:13]([S:17][C:18]2[C:23]3[NH:29][CH:28]=[CH:27][C:22]=3[N:21]=[C:20]([N:32]([C:40]3[CH:45]=[CH:44][C:43]([C:46]#[N:47])=[CH:42][CH:41]=3)[C:33](=[O:39])[O:34][C:35]([CH3:38])([CH3:37])[CH3:36])[N:19]=2)=[C:14]([CH3:16])[CH:15]=1.